From a dataset of Full USPTO retrosynthesis dataset with 1.9M reactions from patents (1976-2016). Predict the reactants needed to synthesize the given product. (1) Given the product [Cl:11][C:12]1[CH:13]=[C:14]([C:15]2[O:17][N:55]=[C:27]([C:28]3[CH:36]=[CH:35][C:34]([CH2:37][CH2:38][CH2:39][C:40]([O:42][CH2:43][CH3:44])=[O:41])=[C:33]4[C:29]=3[CH:30]=[CH:31][NH:32]4)[N:26]=2)[CH:18]=[CH:19][C:20]=1[O:21][CH:22]([CH3:24])[CH3:23], predict the reactants needed to synthesize it. The reactants are: C1C=CC2N(O)N=NC=2C=1.[Cl:11][C:12]1[CH:13]=[C:14]([CH:18]=[CH:19][C:20]=1[O:21][CH:22]([CH3:24])[CH3:23])[C:15]([OH:17])=O.O[NH:26]/[C:27](=[N:55]\[H])/[C:28]1[CH:36]=[CH:35][C:34]([CH2:37][CH2:38][CH2:39][C:40]([O:42][CH2:43][CH3:44])=[O:41])=[C:33]2[C:29]=1[CH:30]=[CH:31][N:32]2S(C1C=CC(C)=CC=1)(=O)=O.CCCC[N+](CCCC)(CCCC)CCCC.[F-]. (2) Given the product [C:1]([C:3]1[C:8]2[C:9]([C:12]3[S:13][CH:14]=[CH:15][CH:16]=3)=[N:10][O:11][C:7]=2[C:6]([OH:17])=[C:5]([C:18]([NH:23][CH2:24][C:25]([OH:27])=[O:26])=[O:20])[N:4]=1)#[N:2], predict the reactants needed to synthesize it. The reactants are: [C:1]([C:3]1[C:8]2[C:9]([C:12]3[S:13][CH:14]=[CH:15][CH:16]=3)=[N:10][O:11][C:7]=2[C:6]([OH:17])=[C:5]([C:18]([O:20]CC)=O)[N:4]=1)#[N:2].[NH2:23][CH2:24][C:25]([OH:27])=[O:26].C[O-].[Na+].Cl. (3) Given the product [C:21]([OH:33])(=[O:32])[CH2:22][C:23]([CH2:28][C:29]([OH:31])=[O:30])([C:25]([OH:27])=[O:26])[OH:24].[F:1][C:2]1[CH:7]=[CH:6][C:5]([C:8]2[C:9]3[CH2:20][NH:19][CH2:18][CH2:17][C:10]=3[N:11]=[C:12]([CH:14]([CH3:16])[CH3:15])[N:13]=2)=[CH:4][CH:3]=1, predict the reactants needed to synthesize it. The reactants are: [F:1][C:2]1[CH:7]=[CH:6][C:5]([C:8]2[C:9]3[CH2:20][NH:19][CH2:18][CH2:17][C:10]=3[N:11]=[C:12]([CH:14]([CH3:16])[CH3:15])[N:13]=2)=[CH:4][CH:3]=1.[C:21]([OH:33])(=[O:32])[CH2:22][C:23]([CH2:28][C:29]([OH:31])=[O:30])([C:25]([OH:27])=[O:26])[OH:24]. (4) Given the product [CH:1]1([S:7][CH2:34][CH:20]2[CH2:21][CH:22]([C:24]3[CH:29]=[CH:28][C:27]([C:30]([F:33])([F:32])[F:31])=[CH:26][CH:25]=3)[CH2:23][N:18]([C:16]([N:10]3[CH2:15][CH2:14][O:13][CH2:12][CH2:11]3)=[O:17])[CH2:19]2)[CH2:6][CH2:5][CH2:4][CH2:3][CH2:2]1, predict the reactants needed to synthesize it. The reactants are: [CH:1]1([SH:7])[CH2:6][CH2:5][CH2:4][CH2:3][CH2:2]1.[H-].[Na+].[N:10]1([C:16]([N:18]2[CH2:23][CH:22]([C:24]3[CH:29]=[CH:28][C:27]([C:30]([F:33])([F:32])[F:31])=[CH:26][CH:25]=3)[CH2:21][CH:20]([CH2:34]S([O-])(=O)=O)[CH2:19]2)=[O:17])[CH2:15][CH2:14][O:13][CH2:12][CH2:11]1.O.